From a dataset of Reaction yield outcomes from USPTO patents with 853,638 reactions. Predict the reaction yield, written as a fraction of the theoretical maximum amount of product (1.0 means a 100% yield; for example, 0.34 means a 34% yield). The reactants are Br[C:2]1[CH:35]=[CH:34][C:5]([CH2:6][CH2:7][NH:8][C:9]([C:11]2[CH:33]=[CH:32][C:14]([O:15][C:16]3[CH:25]=[C:24]4[C:19]([CH:20]([C:26]([O:28][CH2:29][CH3:30])=[O:27])[CH2:21][CH2:22][O:23]4)=[CH:18][C:17]=3[Cl:31])=[CH:13][CH:12]=2)=[O:10])=[CH:4][CH:3]=1.[Cl:36][C:37]1[CH:42]=[CH:41][CH:40]=[CH:39][C:38]=1B(O)O.[F-].[Cs+]. The catalyst is COCCOC.CO.O.C1C=CC([P]([Pd]([P](C2C=CC=CC=2)(C2C=CC=CC=2)C2C=CC=CC=2)([P](C2C=CC=CC=2)(C2C=CC=CC=2)C2C=CC=CC=2)[P](C2C=CC=CC=2)(C2C=CC=CC=2)C2C=CC=CC=2)(C2C=CC=CC=2)C2C=CC=CC=2)=CC=1. The product is [Cl:31][C:17]1[CH:18]=[C:19]2[C:24](=[CH:25][C:16]=1[O:15][C:14]1[CH:32]=[CH:33][C:11]([C:9](=[O:10])[NH:8][CH2:7][CH2:6][C:5]3[CH:34]=[CH:35][C:2]([C:38]4[CH:39]=[CH:40][CH:41]=[CH:42][C:37]=4[Cl:36])=[CH:3][CH:4]=3)=[CH:12][CH:13]=1)[O:23][CH2:22][CH2:21][CH:20]2[C:26]([O:28][CH2:29][CH3:30])=[O:27]. The yield is 0.590.